This data is from Full USPTO retrosynthesis dataset with 1.9M reactions from patents (1976-2016). The task is: Predict the reactants needed to synthesize the given product. (1) Given the product [C:1]([C:5]1[CH:6]=[C:7]2[C:12](=[C:13]([F:15])[CH:14]=1)[C:11](=[O:16])[N:10]([C:17]1[N:24]=[CH:23][CH:22]=[C:21]([C:38]3[CH:39]=[C:34]([NH:33][C:30]4[CH:29]=[C:28]([CH2:26][CH3:27])[O:32][N:31]=4)[C:35](=[O:50])[N:36]([CH3:49])[CH:37]=3)[C:18]=1[CH:19]=[O:20])[N:66]=[CH:8]2)([CH3:3])([CH3:4])[CH3:2], predict the reactants needed to synthesize it. The reactants are: [C:1]([C:5]1[CH:6]=[C:7]2[C:12](=[C:13]([F:15])[CH:14]=1)[C:11](=[O:16])[N:10]([C:17]1[N:24]=[CH:23][CH:22]=[C:21](Cl)[C:18]=1[CH:19]=[O:20])C=[CH:8]2)([CH3:4])([CH3:3])[CH3:2].[CH2:26]([C:28]1[O:32][N:31]=[C:30]([NH:33][C:34]2[C:35](=[O:50])[N:36]([CH3:49])[CH:37]=[C:38](B3OC(C)(C)C(C)(C)O3)[CH:39]=2)[CH:29]=1)[CH3:27].[O-]P([O-])([O-])=O.[K+].[K+].[K+].C([O-])(=O)C.[Na+].C(#[N:66])C. (2) Given the product [NH2:16][C@H:13]1[CH2:14][CH2:15][N:11]([C@H:8]2[CH2:9][CH2:10][C@@H:5]([N:4]([CH:1]([CH3:3])[CH3:2])[CH3:33])[CH2:6][C@H:7]2[CH2:28][S:29]([CH3:32])(=[O:31])=[O:30])[C:12]1=[O:27], predict the reactants needed to synthesize it. The reactants are: [CH:1]([N:4]([CH3:33])[C@@H:5]1[CH2:10][CH2:9][C@H:8]([N:11]2[CH2:15][CH2:14][C@H:13]([NH:16]C(=O)OCC3C=CC=CC=3)[C:12]2=[O:27])[C@H:7]([CH2:28][S:29]([CH3:32])(=[O:31])=[O:30])[CH2:6]1)([CH3:3])[CH3:2].CCOCC. (3) Given the product [CH2:11]([S:8]([C:6]1[CH:5]=[CH:4][C:3]2[O:13][C:16]([SH:17])=[N:1][C:2]=2[CH:7]=1)(=[O:10])=[O:9])[CH3:12], predict the reactants needed to synthesize it. The reactants are: [NH2:1][C:2]1[CH:7]=[C:6]([S:8]([CH2:11][CH3:12])(=[O:10])=[O:9])[CH:5]=[CH:4][C:3]=1[OH:13].[OH-].[K+].[C:16](=S)=[S:17]. (4) Given the product [F:13][C:14]1[CH:19]=[CH:18][C:17]([S:20]([N:1]2[CH2:5][CH2:4][CH2:3][CH2:2]2)(=[O:22])=[O:21])=[CH:16][CH:15]=1, predict the reactants needed to synthesize it. The reactants are: [NH:1]1[CH2:5][CH2:4][CH2:3][CH2:2]1.CCN(CC)CC.[F:13][C:14]1[CH:19]=[CH:18][C:17]([S:20](Cl)(=[O:22])=[O:21])=[CH:16][CH:15]=1. (5) The reactants are: [Cl:1][C:2]1[CH:14]=[C:13]([O:15][CH2:16][CH:17]=[C:18]([Cl:20])[Cl:19])[CH:12]=[C:11]([Cl:21])[C:3]=1[O:4][CH2:5][CH2:6][CH2:7][CH2:8]C=O.Cl.[C:23]([O:27][NH2:28])([CH3:26])([CH3:25])[CH3:24].Cl.N1C=CC=C[CH:31]=1. Given the product [C:23]([O:27][N:28]=[CH:8][CH2:7][CH2:6][CH:5]([O:4][C:3]1[C:11]([Cl:21])=[CH:12][C:13]([O:15][CH2:16][CH:17]=[C:18]([Cl:19])[Cl:20])=[CH:14][C:2]=1[Cl:1])[CH3:31])([CH3:26])([CH3:25])[CH3:24], predict the reactants needed to synthesize it. (6) Given the product [NH2:33][C:31]1[N:30]([C:23]([O:25][C:26]([CH3:29])([CH3:28])[CH3:27])=[O:24])[CH:9]=[C:10]([CH2:11][CH2:12][CH2:13][CH2:14][CH2:15][C:16]2[CH:21]=[CH:20][CH:19]=[CH:18][CH:17]=2)[N:32]=1, predict the reactants needed to synthesize it. The reactants are: Cl.N1C=CN=C1N.Br[CH2:9][C:10](=O)[CH2:11][CH2:12][CH2:13][CH2:14][CH2:15][C:16]1[CH:21]=[CH:20][CH:19]=[CH:18][CH:17]=1.[C:23]([NH:30][C:31]([NH2:33])=[NH:32])([O:25][C:26]([CH3:29])([CH3:28])[CH3:27])=[O:24].O. (7) Given the product [Cl:3][C:4]1[CH:5]=[CH:6][C:7]([O:31][CH3:32])=[C:8]([CH:30]=1)[C:9]([NH:11][CH2:12][CH2:13][CH:14]1[CH2:19][CH2:18][N:17]([S:20]([NH:23][C:24]([NH:26][CH:27]([CH3:29])[CH3:28])=[O:34])(=[O:22])=[O:21])[CH2:16][CH2:15]1)=[O:10], predict the reactants needed to synthesize it. The reactants are: OO.[Cl:3][C:4]1[CH:5]=[CH:6][C:7]([O:31][CH3:32])=[C:8]([CH:30]=1)[C:9]([NH:11][CH2:12][CH2:13][CH:14]1[CH2:19][CH2:18][N:17]([S:20]([NH:23][C:24]([NH:26][CH:27]([CH3:29])[CH3:28])=S)(=[O:22])=[O:21])[CH2:16][CH2:15]1)=[O:10].S([O-])([O-])=[O:34].[Na+].[Na+].Cl. (8) The reactants are: [NH2:1][C:2]1[N:3]=[C:4](Cl)[C:5]2[CH:10]=[CH:9][N:8]([C@@H:11]3[O:18][C@H:17]([CH2:19][OH:20])[C@@H:15]([OH:16])[C@H:12]3[O:13][CH3:14])[C:6]=2[N:7]=1.NC(N)=[S:24]. Given the product [NH2:1][C:2]1[NH:3][C:4](=[S:24])[C:5]2[CH:10]=[CH:9][N:8]([C@@H:11]3[O:18][C@H:17]([CH2:19][OH:20])[C@@H:15]([OH:16])[C@H:12]3[O:13][CH3:14])[C:6]=2[N:7]=1, predict the reactants needed to synthesize it. (9) Given the product [Br:13][CH:14]([C:25]1[O:8][C:7]([C:6]2[CH:11]=[C:2]([Cl:1])[CH:3]=[CH:4][C:5]=2[F:12])=[N:9][N:10]=1)[CH3:15], predict the reactants needed to synthesize it. The reactants are: [Cl:1][C:2]1[CH:3]=[CH:4][C:5]([F:12])=[C:6]([CH:11]=1)[C:7]([NH:9][NH2:10])=[O:8].[Br:13][CH:14]([CH3:25])[C:15](OCC)(OCC)OCC.